This data is from Peptide-MHC class II binding affinity with 134,281 pairs from IEDB. The task is: Regression. Given a peptide amino acid sequence and an MHC pseudo amino acid sequence, predict their binding affinity value. This is MHC class II binding data. The peptide sequence is FKAAVAAAANAPPAD. The MHC is DRB1_1302 with pseudo-sequence DRB1_1302. The binding affinity (normalized) is 0.444.